From a dataset of Forward reaction prediction with 1.9M reactions from USPTO patents (1976-2016). Predict the product of the given reaction. (1) Given the reactants [C:1]1([OH:7])[CH:6]=[CH:5][CH:4]=[CH:3][CH:2]=1.C=O.O.N, predict the reaction product. The product is: [CH2:1]=[O:7].[C:1]1([OH:7])[CH:6]=[CH:5][CH:4]=[CH:3][CH:2]=1. (2) The product is: [CH3:8][O:9][C:10]1[CH:17]=[C:16]([O:18][CH3:19])[CH:15]=[CH:14][C:11]=1[CH2:12][NH:13][C:2]1[N:7]=[CH:6][CH:5]=[CH:4][N:3]=1. Given the reactants Cl[C:2]1[N:7]=[CH:6][CH:5]=[CH:4][N:3]=1.[CH3:8][O:9][C:10]1[CH:17]=[C:16]([O:18][CH3:19])[CH:15]=[CH:14][C:11]=1[CH2:12][NH2:13].C(N(CC)CC)C.O, predict the reaction product. (3) Given the reactants [Cl:1][C:2]1[CH:3]=[C:4]([I:12])[C:5](/[N:8]=[CH:9]\[NH:10]O)=[N:6][CH:7]=1, predict the reaction product. The product is: [Cl:1][C:2]1[CH:3]=[C:4]([I:12])[C:5]2[N:6]([N:10]=[CH:9][N:8]=2)[CH:7]=1. (4) Given the reactants Br[CH2:2][CH2:3][O:4][CH:5]1[C:12]2[CH:13]=[C:14]([Cl:17])[CH:15]=[CH:16][C:11]=2[O:10][CH2:9][O:8][C:7]2[CH:18]=[CH:19][C:20]([Cl:22])=[CH:21][C:6]1=2.[CH2:23]([O:25][C:26](=[O:39])[CH:27]([O:36][CH2:37][CH3:38])[CH2:28][C:29]1[CH:34]=[CH:33][C:32]([OH:35])=[CH:31][CH:30]=1)[CH3:24].C(=O)([O-])[O-].[K+].[K+].C1OCCOCCOCCOCCOCCOC1, predict the reaction product. The product is: [CH2:23]([O:25][C:26](=[O:39])[CH:27]([O:36][CH2:37][CH3:38])[CH2:28][C:29]1[CH:30]=[CH:31][C:32]([O:35][CH2:2][CH2:3][O:4][CH:5]2[C:12]3[CH:13]=[C:14]([Cl:17])[CH:15]=[CH:16][C:11]=3[O:10][CH2:9][O:8][C:7]3[CH:18]=[CH:19][C:20]([Cl:22])=[CH:21][C:6]2=3)=[CH:33][CH:34]=1)[CH3:24]. (5) Given the reactants [Br:1][C:2]1[N:7]=[C:6]([CH:8]=O)[CH:5]=[CH:4][CH:3]=1.[CH3:10][NH2:11].C(O[BH-](OC(=O)C)OC(=O)C)(=O)C.[Na+], predict the reaction product. The product is: [Br:1][C:2]1[N:7]=[C:6]([CH2:8][NH:11][CH3:10])[CH:5]=[CH:4][CH:3]=1. (6) The product is: [Cl:1][C:2]1[CH:16]=[C:15]([N:17]([C:18]2[CH:23]=[CH:22][C:21]([F:24])=[CH:20][C:19]=2[CH3:25])[CH3:28])[CH:14]=[CH:13][C:3]=1[C:4]([C:6]1[CH:11]=[CH:10][CH:9]=[CH:8][C:7]=1[CH3:12])=[O:5]. Given the reactants [Cl:1][C:2]1[CH:16]=[C:15]([NH:17][C:18]2[CH:23]=[CH:22][C:21]([F:24])=[CH:20][C:19]=2[CH3:25])[CH:14]=[CH:13][C:3]=1[C:4]([C:6]1[CH:11]=[CH:10][CH:9]=[CH:8][C:7]=1[CH3:12])=[O:5].[H-].[Na+].[CH3:28]I.O, predict the reaction product. (7) Given the reactants [Cl:1][C:2]1[CH:3]=[C:4]([N:10]2[C:14]([CH3:15])=[C:13]([CH2:16][C:17]3[CH:25]=[CH:24][C:20]([C:21](O)=[O:22])=[CH:19][CH:18]=3)[C:12]([CH3:26])=[N:11]2)[CH:5]=[CH:6][C:7]=1[C:8]#[N:9].O.Cl.[NH:29]1[CH2:34][CH2:33][C:32](=[O:35])[CH2:31][CH2:30]1, predict the reaction product. The product is: [Cl:1][C:2]1[CH:3]=[C:4]([N:10]2[C:14]([CH3:15])=[C:13]([CH2:16][C:17]3[CH:18]=[CH:19][C:20]([C:21]([N:29]4[CH2:34][CH2:33][C:32](=[O:35])[CH2:31][CH2:30]4)=[O:22])=[CH:24][CH:25]=3)[C:12]([CH3:26])=[N:11]2)[CH:5]=[CH:6][C:7]=1[C:8]#[N:9].